From a dataset of Catalyst prediction with 721,799 reactions and 888 catalyst types from USPTO. Predict which catalyst facilitates the given reaction. (1) Reactant: ClC1C=C(C(OO)=[O:9])C=CC=1.[CH3:12][S:13][CH2:14][C:15]1[CH:20]=[CH:19][CH:18]=[C:17]([N+:21]([O-:23])=[O:22])[CH:16]=1.C(=O)(O)[O-].[Na+].[OH2:29]. Product: [CH3:12][S:13]([CH2:14][C:15]1[CH:20]=[CH:19][CH:18]=[C:17]([N+:21]([O-:23])=[O:22])[CH:16]=1)(=[O:9])=[O:29]. The catalyst class is: 2. (2) Reactant: [Cl:1][C:2]1[CH:10]=[CH:9][C:8]2[NH:7][C:6]3[CH2:11][CH2:12][N:13]([C:16]([O:18][C:19]([CH3:22])([CH3:21])[CH3:20])=[O:17])[CH2:14][CH2:15][C:5]=3[C:4]=2[C:3]=1[Cl:23].[H-].[Na+].Br[C:27]1[CH:28]=[C:29]([O:33][CH2:34][CH3:35])[CH:30]=[CH:31][CH:32]=1. Product: [Cl:1][C:2]1[CH:10]=[CH:9][C:8]2[N:7]([CH2:35][CH2:34][O:33][C:29]3[CH:30]=[CH:31][CH:32]=[CH:27][CH:28]=3)[C:6]3[CH2:11][CH2:12][N:13]([C:16]([O:18][C:19]([CH3:20])([CH3:22])[CH3:21])=[O:17])[CH2:14][CH2:15][C:5]=3[C:4]=2[C:3]=1[Cl:23]. The catalyst class is: 3. (3) Reactant: [NH2:1][C:2]1[N:7]=[C:6]([N:8]([CH3:15])[C:9]2[CH:14]=[CH:13][CH:12]=[CH:11][CH:10]=2)[N:5]=[C:4]([C:16]2[N:20]=[C:19]([C:21]3[C:22]([OH:27])=[N:23][CH:24]=[CH:25][CH:26]=3)[O:18][N:17]=2)[N:3]=1.[C:28](=O)([O-])[O-].[K+].[K+].CI. Product: [CH3:28][O:27][C:22]1[C:21]([C:19]2[O:18][N:17]=[C:16]([C:4]3[N:5]=[C:6]([N:8]([CH3:15])[C:9]4[CH:10]=[CH:11][CH:12]=[CH:13][CH:14]=4)[N:7]=[C:2]([NH2:1])[N:3]=3)[N:20]=2)=[CH:26][CH:25]=[CH:24][N:23]=1. The catalyst class is: 3. (4) Reactant: FC(F)(F)S(O[C:7]1[C:15]2[C:10](=[CH:11][N:12]=[CH:13][CH:14]=2)[O:9][C:8]=1[C:16]1[N:21]=[CH:20][CH:19]=[CH:18][N:17]=1)(=O)=O.[NH2:24][C:25]1[CH:33]=[CH:32][CH:31]=[C:30]2[C:26]=1[C:27]([Cl:41])=[N:28][N:29]2[C:34]([O:36][C:37]([CH3:40])([CH3:39])[CH3:38])=[O:35].CC1(C)C2C(=C(P(C3C=CC=CC=3)C3C=CC=CC=3)C=CC=2)OC2C(P(C3C=CC=CC=3)C3C=CC=CC=3)=CC=CC1=2.[O-]P([O-])([O-])=O.[K+].[K+].[K+]. Product: [Cl:41][C:27]1[C:26]2[C:30](=[CH:31][CH:32]=[CH:33][C:25]=2[NH:24][C:7]2[C:15]3[C:10](=[CH:11][N:12]=[CH:13][CH:14]=3)[O:9][C:8]=2[C:16]2[N:21]=[CH:20][CH:19]=[CH:18][N:17]=2)[N:29]([C:34]([O:36][C:37]([CH3:40])([CH3:39])[CH3:38])=[O:35])[N:28]=1. The catalyst class is: 101.